This data is from Full USPTO retrosynthesis dataset with 1.9M reactions from patents (1976-2016). The task is: Predict the reactants needed to synthesize the given product. (1) Given the product [Cl:30][C:31]1[CH:32]=[C:33]([C:34]([O:36][CH2:37][CH3:38])=[O:35])[C:39]([C:9]2[C:8]3[C:17]4=[C:16]5[C:5](=[CH:6][CH:7]=3)[CH:4]=[CH:3][CH:2]=[C:15]5[CH:14]=[CH:13][C:12]4=[CH:11][CH:10]=2)=[CH:40][C:41]=1[C:42]([O:44][CH2:45][CH3:46])=[O:43], predict the reactants needed to synthesize it. The reactants are: Br[C:2]1[C:15]2[C:16]3=[C:17]4[C:12](=[CH:13][CH:14]=2)[CH:11]=[CH:10][CH:9]=[C:8]4[CH:7]=[CH:6][C:5]3=[CH:4][CH:3]=1.C([Li])CCC.B(OC)(OC)OC.[Cl:30][C:31]1[C:32](Br)=[C:33]([CH:39]=[CH:40][C:41]=1[C:42]([O:44][CH2:45][CH3:46])=[O:43])[C:34]([O:36][CH2:37][CH3:38])=[O:35].C([O-])([O-])=O.[Na+].[Na+]. (2) Given the product [Cl:1][C:2]1[CH:3]=[C:4]([C@@H:12]([CH2:22][CH:23]2[CH2:24][CH2:25][CH2:26][CH2:27]2)[C:13]([NH:15][C:16]2[CH:20]=[CH:19][N:18]([CH2:21][CH2:49][CH2:50][CH2:51][OH:52])[N:17]=2)=[O:14])[CH:5]=[CH:6][C:7]=1[S:8]([CH3:11])(=[O:10])=[O:9], predict the reactants needed to synthesize it. The reactants are: [Cl:1][C:2]1[CH:3]=[C:4]([C@@H:12]([CH2:22][CH:23]2[CH2:27][CH2:26][CH2:25][CH2:24]2)[C:13]([NH:15][C:16]2[CH:20]=[CH:19][N:18]([CH3:21])[N:17]=2)=[O:14])[CH:5]=[CH:6][C:7]=1[S:8]([CH3:11])(=[O:10])=[O:9].C(Cl)(=O)C(Cl)=O.N1C(C)=CC=CC=1C.NC1C=CN(C[CH2:49][CH2:50][CH2:51][OH:52])N=1. (3) Given the product [F:58][C:59]1[CH:66]=[CH:65][C:62]([CH2:63][NH:64][C:22]([C:10]2[C:9]([O:8][CH2:1][C:2]3[CH:3]=[CH:4][CH:5]=[CH:6][CH:7]=3)=[C:14]([S:15][CH3:16])[CH:13]=[C:12]([C:17]3[O:18][CH:19]=[CH:20][CH:21]=3)[N:11]=2)=[O:23])=[CH:61][CH:60]=1, predict the reactants needed to synthesize it. The reactants are: [CH2:1]([O:8][C:9]1[C:10]([C:22](O)=[O:23])=[N:11][C:12]([C:17]2[O:18][CH:19]=[CH:20][CH:21]=2)=[CH:13][C:14]=1[S:15][CH3:16])[C:2]1[CH:7]=[CH:6][CH:5]=[CH:4][CH:3]=1.C(N(C(C)C)CC)(C)C.CN(C(ON1N=NC2C=CC=CC1=2)=[N+](C)C)C.F[P-](F)(F)(F)(F)F.[F:58][C:59]1[CH:66]=[CH:65][C:62]([CH2:63][NH2:64])=[CH:61][CH:60]=1. (4) Given the product [CH2:36]([O:35][C:5]([CH3:34])([CH2:6][C:7]1[CH:8]=[CH:9][C:10]([O:13][CH2:14][CH2:15][CH:16]2[CH2:20][N:19]([CH2:21][C:22]3[CH:23]=[CH:24][C:25]([C:28]([F:30])([F:29])[F:31])=[CH:26][CH:27]=3)[C:18](=[O:32])[N:17]2[CH3:33])=[CH:11][CH:12]=1)[C:4]([OH:38])=[O:3])[CH3:37], predict the reactants needed to synthesize it. The reactants are: C([O:3][C:4](=[O:38])[C:5]([O:35][CH2:36][CH3:37])([CH3:34])[CH2:6][C:7]1[CH:12]=[CH:11][C:10]([O:13][CH2:14][CH2:15][CH:16]2[CH2:20][N:19]([CH2:21][C:22]3[CH:27]=[CH:26][C:25]([C:28]([F:31])([F:30])[F:29])=[CH:24][CH:23]=3)[C:18](=[O:32])[N:17]2[CH3:33])=[CH:9][CH:8]=1)C.[OH-].[Na+].